This data is from Catalyst prediction with 721,799 reactions and 888 catalyst types from USPTO. The task is: Predict which catalyst facilitates the given reaction. (1) Reactant: Br[C:2]1[C:11]2[C:6](=[CH:7][CH:8]=[CH:9][CH:10]=2)[C:5](=[O:12])[O:4][C:3]=1[CH2:13][OH:14].[F:15][C:16]1[CH:21]=[CH:20][CH:19]=[CH:18][C:17]=1B(O)O.C([O-])([O-])=O.[Cs+].[Cs+]. Product: [F:15][C:16]1[CH:21]=[CH:20][CH:19]=[CH:18][C:17]=1[C:2]1[C:11]2[C:6](=[CH:7][CH:8]=[CH:9][CH:10]=2)[C:5](=[O:12])[O:4][C:3]=1[CH2:13][OH:14]. The catalyst class is: 73. (2) Reactant: [CH3:1][C:2]1([CH3:23])[CH2:6][O:5][C:4](=[O:7])[N:3]1[C:8]1[S:9][CH:10]=[C:11]([C:13]2[CH:22]=[CH:21][C:16]([C:17]([O:19][CH3:20])=[O:18])=[CH:15][CH:14]=2)[N:12]=1.[Cl:24]N1C(=O)CCC1=O. Product: [Cl:24][C:10]1[S:9][C:8]([N:3]2[C:2]([CH3:23])([CH3:1])[CH2:6][O:5][C:4]2=[O:7])=[N:12][C:11]=1[C:13]1[CH:22]=[CH:21][C:16]([C:17]([O:19][CH3:20])=[O:18])=[CH:15][CH:14]=1. The catalyst class is: 9. (3) Reactant: [CH:1]1(O)[C:10]2[C:5](=[CH:6][CH:7]=[CH:8][CH:9]=2)[CH2:4][CH2:3][CH2:2]1.S(Cl)([Cl:14])=O. Product: [Cl:14][CH:1]1[C:10]2[C:5](=[CH:6][CH:7]=[CH:8][CH:9]=2)[CH2:4][CH2:3][CH2:2]1. The catalyst class is: 204. (4) Reactant: Cl[C:2]1[N:11]=[C:10]2[C:5]([C:6](=[O:18])[C:7]([C:15]([OH:17])=[O:16])=[CH:8][N:9]2[CH:12]2[CH2:14][CH2:13]2)=[CH:4][C:3]=1[F:19].[F:20][C:21]1[CH:22]=[C:23]([N:37]2[CH2:41][C@H:40]([CH2:42][NH:43][C:44](=[O:46])[CH3:45])[O:39][C:38]2=[O:47])[CH:24]=[CH:25][C:26]=1[O:27][CH2:28][C:29]1([OH:36])[CH2:35][CH2:34][CH2:33][NH:32][CH2:31][CH2:30]1.C(N(CC)CC)C.C[Si](C)(C)Cl. Product: [C:44]([NH:43][CH2:42][C@@H:40]1[O:39][C:38](=[O:47])[N:37]([C:23]2[CH:24]=[CH:25][C:26]([O:27][CH2:28][C:29]3([OH:36])[CH2:35][CH2:34][CH2:33][N:32]([C:2]4[N:11]=[C:10]5[C:5]([C:6](=[O:18])[C:7]([C:15]([OH:17])=[O:16])=[CH:8][N:9]5[CH:12]5[CH2:14][CH2:13]5)=[CH:4][C:3]=4[F:19])[CH2:31][CH2:30]3)=[C:21]([F:20])[CH:22]=2)[CH2:41]1)(=[O:46])[CH3:45]. The catalyst class is: 60. (5) Product: [N:41]1[CH:37]=[CH:36][CH:35]=[C:40]([O:58][C:25]2[CH:24]=[C:23]([NH:28][C:10]([C:2]3[NH:1][C:5]4[CH:6]=[CH:7][CH:8]=[CH:9][C:4]=4[N:3]=3)=[O:12])[CH:22]=[CH:27][CH:26]=2)[CH:39]=1. The catalyst class is: 6. Reactant: [N:1]1[C:5]2[CH:6]=[CH:7][CH:8]=[CH:9][C:4]=2[NH:3][C:2]=1[C:10]([OH:12])=O.CN(C(ON1N=[N:28][C:23]2[CH:24]=[CH:25][CH:26]=[CH:27][C:22]1=2)=[N+](C)C)C.[B-](F)(F)(F)F.[CH:35]1[CH:36]=[CH:37]C2N(O)N=[N:41][C:39]=2[CH:40]=1.CCN(C(C)C)C(C)C.CN(C=[O:58])C. (6) Reactant: [C:1]([O:4][C@H:5]([C:47]1[CH:52]=[CH:51][C:50]([F:53])=[CH:49][CH:48]=1)[CH2:6][CH2:7][C@H:8]1[C:11](=[O:12])[N:10]([C:13]2[CH:18]=[CH:17][C:16]([CH2:19][CH2:20][CH2:21][NH:22][S:23]([CH3:26])(=[O:25])=[O:24])=[CH:15][CH:14]=2)[C@@H:9]1[C:27]1[CH:32]=[CH:31][C:30]([CH2:33][CH2:34][C:35]2([O:43][C:44](=[O:46])[CH3:45])[CH2:40][O:39]C(C)(C)[O:37][CH2:36]2)=[CH:29][CH:28]=1)(=[O:3])[CH3:2].C(O)(C(F)(F)F)=O.C1(C)C=CC=CC=1. The catalyst class is: 20. Product: [C:44]([O:43][C:35]([CH2:36][OH:37])([CH2:40][OH:39])[CH2:34][CH2:33][C:30]1[CH:31]=[CH:32][C:27]([C@@H:9]2[C@@H:8]([CH2:7][CH2:6][C@H:5]([O:4][C:1](=[O:3])[CH3:2])[C:47]3[CH:52]=[CH:51][C:50]([F:53])=[CH:49][CH:48]=3)[C:11](=[O:12])[N:10]2[C:13]2[CH:14]=[CH:15][C:16]([CH2:19][CH2:20][CH2:21][NH:22][S:23]([CH3:26])(=[O:24])=[O:25])=[CH:17][CH:18]=2)=[CH:28][CH:29]=1)(=[O:46])[CH3:45]. (7) Reactant: [CH:1]([C:4]1[C:12]2[C:7](=[C:8]([C:17]([O:19]C)=[O:18])[CH:9]=[C:10]([S:13]([CH3:16])(=[O:15])=[O:14])[CH:11]=2)[N:6]([CH3:21])[CH:5]=1)([CH3:3])[CH3:2].[OH-].[Na+].Cl. Product: [CH:1]([C:4]1[C:12]2[C:7](=[C:8]([C:17]([OH:19])=[O:18])[CH:9]=[C:10]([S:13]([CH3:16])(=[O:15])=[O:14])[CH:11]=2)[N:6]([CH3:21])[CH:5]=1)([CH3:3])[CH3:2]. The catalyst class is: 36. (8) Reactant: Br[C:2]1[CH:7]=[CH:6][C:5]([N:8]2[C:12]([CH2:13][C@@H:14]3[CH2:18][CH2:17][N:16]([C:19]([CH:21]4[CH2:23][CH2:22]4)=[O:20])[CH2:15]3)=[N:11][NH:10][C:9]2=[O:24])=[C:4]([F:25])[CH:3]=1.OB(O)[C:28]1[CH:36]=[CH:35][C:31]([C:32]([OH:34])=[O:33])=[CH:30][CH:29]=1.C([O-])([O-])=O.[K+].[K+].O1CCOCC1. The catalyst class is: 587. Product: [CH:21]1([C:19]([N:16]2[CH2:17][CH2:18][C@@H:14]([CH2:13][C:12]3[N:8]([C:5]4[CH:6]=[CH:7][C:2]([C:28]5[CH:36]=[CH:35][C:31]([C:32]([OH:34])=[O:33])=[CH:30][CH:29]=5)=[CH:3][C:4]=4[F:25])[C:9](=[O:24])[NH:10][N:11]=3)[CH2:15]2)=[O:20])[CH2:23][CH2:22]1.